This data is from Full USPTO retrosynthesis dataset with 1.9M reactions from patents (1976-2016). The task is: Predict the reactants needed to synthesize the given product. Given the product [Cl:1][C:2]1[CH:3]=[C:4]([C:8]2[C:13]3[N:14]([CH2:25][C@H:26]4[CH2:31][CH2:30][C@H:29]([CH3:32])[CH2:28][CH2:27]4)[C:15]([CH:17]([O:24][CH2:38][CH3:39])[C:18]4[CH:23]=[CH:22][CH:21]=[CH:20][CH:19]=4)=[N:16][C:12]=3[CH:11]=[C:10]([C:33]#[N:34])[N:9]=2)[CH:5]=[N:6][CH:7]=1, predict the reactants needed to synthesize it. The reactants are: [Cl:1][C:2]1[CH:3]=[C:4]([C:8]2[C:13]3[N:14]([CH2:25][C@H:26]4[CH2:31][CH2:30][C@H:29]([CH3:32])[CH2:28][CH2:27]4)[C:15]([CH:17]([OH:24])[C:18]4[CH:23]=[CH:22][CH:21]=[CH:20][CH:19]=4)=[N:16][C:12]=3[CH:11]=[C:10]([C:33]#[N:34])[N:9]=2)[CH:5]=[N:6][CH:7]=1.[OH-].[Li+].I[CH2:38][CH3:39].